Dataset: Catalyst prediction with 721,799 reactions and 888 catalyst types from USPTO. Task: Predict which catalyst facilitates the given reaction. Reactant: [I:1][C:2]1[NH:6][N:5]=[C:4]([C:7](OCC)=[O:8])[C:3]=1[CH3:12].[OH-].[NH4+:14]. Product: [I:1][C:2]1[NH:6][N:5]=[C:4]([C:7]([NH2:14])=[O:8])[C:3]=1[CH3:12]. The catalyst class is: 5.